From a dataset of Reaction yield outcomes from USPTO patents with 853,638 reactions. Predict the reaction yield, written as a fraction of the theoretical maximum amount of product (1.0 means a 100% yield; for example, 0.34 means a 34% yield). The reactants are I[C:2]1[C:10]2[C:5](=[CH:6][CH:7]=[C:8]([NH:11][C:12](=[O:25])[CH:13]([N:19]3[CH2:24][CH2:23][CH2:22][CH2:21][CH2:20]3)[C:14]3[CH:18]=[CH:17][S:16][CH:15]=3)[CH:9]=2)[NH:4][N:3]=1.CC1(C)C(C)(C)OB([C:34]2[CH:39]=[CH:38][C:37]([N:40]3[CH2:45][CH2:44][CH:43]([OH:46])[CH2:42][CH2:41]3)=[CH:36][CH:35]=2)O1.C([O-])([O-])=O.[Na+].[Na+]. The catalyst is C1(C)C=CC=CC=1.CCO.CCOC(C)=O.C1C=CC([P]([Pd]([P](C2C=CC=CC=2)(C2C=CC=CC=2)C2C=CC=CC=2)([P](C2C=CC=CC=2)(C2C=CC=CC=2)C2C=CC=CC=2)[P](C2C=CC=CC=2)(C2C=CC=CC=2)C2C=CC=CC=2)(C2C=CC=CC=2)C2C=CC=CC=2)=CC=1. The product is [OH:46][CH:43]1[CH2:44][CH2:45][N:40]([C:37]2[CH:38]=[CH:39][C:34]([C:2]3[C:10]4[C:5](=[CH:6][CH:7]=[C:8]([NH:11][C:12](=[O:25])[CH:13]([N:19]5[CH2:24][CH2:23][CH2:22][CH2:21][CH2:20]5)[C:14]5[CH:18]=[CH:17][S:16][CH:15]=5)[CH:9]=4)[NH:4][N:3]=3)=[CH:35][CH:36]=2)[CH2:41][CH2:42]1. The yield is 0.430.